Dataset: Peptide-MHC class I binding affinity with 185,985 pairs from IEDB/IMGT. Task: Regression. Given a peptide amino acid sequence and an MHC pseudo amino acid sequence, predict their binding affinity value. This is MHC class I binding data. (1) The peptide sequence is YLKEACNHA. The MHC is HLA-B15:01 with pseudo-sequence HLA-B15:01. The binding affinity (normalized) is 0.401. (2) The peptide sequence is CVDIFTEGKI. The MHC is HLA-A02:02 with pseudo-sequence HLA-A02:02. The binding affinity (normalized) is 0.